The task is: Predict the reactants needed to synthesize the given product.. This data is from Full USPTO retrosynthesis dataset with 1.9M reactions from patents (1976-2016). (1) Given the product [C:1]([O:5][C:6](=[O:26])[CH2:7][CH2:8][CH2:9][N:10]1[CH2:15][CH2:14][C:13]2[O:16][C:17]([C:19]3[CH:24]=[CH:23][C:22]([OH:27])=[CH:21][CH:20]=3)=[CH:18][C:12]=2[CH2:11]1)([CH3:4])([CH3:3])[CH3:2], predict the reactants needed to synthesize it. The reactants are: [C:1]([O:5][C:6](=[O:26])[CH2:7][CH2:8][CH2:9][N:10]1[CH2:15][CH2:14][C:13]2[O:16][C:17]([C:19]3[CH:24]=[CH:23][C:22](Br)=[CH:21][CH:20]=3)=[CH:18][C:12]=2[CH2:11]1)([CH3:4])([CH3:3])[CH3:2].[OH-:27].[K+].C(P(C(C)(C)C)C1C=CC=CC=1C1C(C(C)C)=CC(C(C)C)=CC=1C(C)C)(C)(C)C. (2) The reactants are: Br[CH2:2][C:3]1[N:4]([CH3:29])[C:5]2[C:10]([N:11]=1)=[C:9]([N:12]1[CH2:17][CH2:16][O:15][CH2:14][CH2:13]1)[N:8]=[C:7]([N:18]1[C:22]3[CH:23]=[CH:24][CH:25]=[CH:26][C:21]=3[N:20]=[C:19]1[CH2:27][CH3:28])[N:6]=2.[CH3:30][C:31]([CH:35]1[CH2:40][CH2:39][NH:38][CH2:37][CH2:36]1)([CH3:34])[CH2:32][OH:33]. Given the product [CH2:27]([C:19]1[N:18]([C:7]2[N:6]=[C:5]3[C:10]([N:11]=[C:3]([CH2:2][N:38]4[CH2:39][CH2:40][CH:35]([C:31]([CH3:34])([CH3:30])[CH2:32][OH:33])[CH2:36][CH2:37]4)[N:4]3[CH3:29])=[C:9]([N:12]3[CH2:17][CH2:16][O:15][CH2:14][CH2:13]3)[N:8]=2)[C:22]2[CH:23]=[CH:24][CH:25]=[CH:26][C:21]=2[N:20]=1)[CH3:28], predict the reactants needed to synthesize it. (3) Given the product [C:15]([C:19](=[CH2:23])[C:20]([NH2:22])=[O:21])([CH3:18])([CH3:17])[CH3:16].[Na+:2].[CH2:3]=[CH:4][C:5]1[CH:6]=[CH:7][C:8]([S:11]([O-:14])(=[O:13])=[O:12])=[CH:9][CH:10]=1, predict the reactants needed to synthesize it. The reactants are: O.[Na+:2].[CH2:3]=[CH:4][C:5]1[CH:10]=[CH:9][C:8]([S:11]([O-:14])(=[O:13])=[O:12])=[CH:7][CH:6]=1.[C:15]([C:19](=[CH2:23])[C:20]([NH2:22])=[O:21])([CH3:18])([CH3:17])[CH3:16]. (4) The reactants are: [CH3:1][O:2][C:3]1[CH:4]=[C:5]2[C:10](=[CH:11][C:12]=1[O:13][CH3:14])[N:9]=[CH:8][N:7]=[C:6]2[S:15][C:16]1[CH:17]=[C:18]([CH:20]=[CH:21][CH:22]=1)[NH2:19].[C:23]([C:25]([C:28]1[CH:29]=[C:30]([NH:34][C:35](=O)[O:36]C2C=CC=CC=2)[CH:31]=[CH:32][CH:33]=1)([CH3:27])[CH3:26])#[N:24]. Given the product [C:23]([C:25]([C:28]1[CH:29]=[C:30]([NH:34][C:35]([NH:19][C:18]2[CH:20]=[CH:21][CH:22]=[C:16]([S:15][C:6]3[C:5]4[C:10](=[CH:11][C:12]([O:13][CH3:14])=[C:3]([O:2][CH3:1])[CH:4]=4)[N:9]=[CH:8][N:7]=3)[CH:17]=2)=[O:36])[CH:31]=[CH:32][CH:33]=1)([CH3:27])[CH3:26])#[N:24], predict the reactants needed to synthesize it. (5) The reactants are: C1(P(C2C=CC=CC=2)C2C=CC=CC=2)C=CC=CC=1.[C:20]([Br:24])(Br)(Br)[Br:21].[CH3:25][O:26][C:27]1[CH:32]=[CH:31][N:30]=[CH:29][C:28]=1[CH:33]=O. Given the product [Br:21][C:20]([Br:24])=[CH:33][C:28]1[CH:29]=[N:30][CH:31]=[CH:32][C:27]=1[O:26][CH3:25], predict the reactants needed to synthesize it. (6) The reactants are: Cl[C:2]1[N:7]=[CH:6][N:5]=[C:4]([C:8]([O:10][CH2:11][CH3:12])=[O:9])[C:3]=1[CH3:13].[CH3:14][NH:15][CH3:16].C1COCC1.C(N(C(C)C)CC)(C)C. Given the product [CH3:14][N:15]([CH3:16])[C:2]1[N:7]=[CH:6][N:5]=[C:4]([C:8]([O:10][CH2:11][CH3:12])=[O:9])[C:3]=1[CH3:13], predict the reactants needed to synthesize it.